The task is: Predict the reaction yield, written as a fraction of the theoretical maximum amount of product (1.0 means a 100% yield; for example, 0.34 means a 34% yield).. This data is from Reaction yield outcomes from USPTO patents with 853,638 reactions. (1) The reactants are [F:1][C:2]1[CH:3]=[C:4](B(O)O)[CH:5]=[CH:6][CH:7]=1.[Br:11][C:12]1[CH:17]=[CH:16][CH:15]=[CH:14][C:13]=1[OH:18].CCN(CC)CC. The catalyst is C(Cl)Cl.CC([O-])=O.CC([O-])=O.[Cu+2]. The product is [F:1][C:2]1[CH:3]=[C:4]([CH:5]=[CH:6][CH:7]=1)[O:18][C:13]1[CH:14]=[CH:15][CH:16]=[CH:17][C:12]=1[Br:11]. The yield is 0.480. (2) The reactants are [CH:1]1([C:4]([NH:6][C:7]2[N:8]=[C:9]3[CH:14]=[CH:13][C:12]([S:15][C:16]4[CH:24]=[CH:23][CH:22]=[CH:21][C:17]=4[C:18](O)=[O:19])=[N:11][N:10]3[CH:25]=2)=[O:5])[CH2:3][CH2:2]1.[CH2:26]([NH2:33])[C:27]1[CH:32]=[CH:31][CH:30]=[CH:29][CH:28]=1.F[P-](F)(F)(F)(F)F.N1(OC(N(C)C)=[N+](C)C)C2N=CC=CC=2N=N1.C(N(CC)C(C)C)(C)C. The catalyst is CN(C)C=O. The product is [CH2:26]([NH:33][C:18](=[O:19])[C:17]1[CH:21]=[CH:22][CH:23]=[CH:24][C:16]=1[S:15][C:12]1[CH:13]=[CH:14][C:9]2[N:10]([CH:25]=[C:7]([NH:6][C:4]([CH:1]3[CH2:2][CH2:3]3)=[O:5])[N:8]=2)[N:11]=1)[C:27]1[CH:32]=[CH:31][CH:30]=[CH:29][CH:28]=1. The yield is 0.890. (3) The product is [CH2:1]([C:3]1[N:4]([C:35]2[CH:36]=[N:37][C:32]([O:31][CH:28]([CH3:30])[CH3:29])=[CH:33][CH:34]=2)[C:5](=[O:27])[C:6]([CH2:12][C:13]2[CH:18]=[CH:17][C:16]([C:19]3[C:20]([C:25]#[N:26])=[CH:21][CH:22]=[CH:23][CH:24]=3)=[CH:15][CH:14]=2)=[C:7]([CH2:9][CH2:10][CH3:11])[N:8]=1)[CH3:2]. The catalyst is ClCCl.C(OCC)(=O)C.C([O-])(=O)C.[Cu+2].C([O-])(=O)C. The yield is 0.560. The reactants are [CH2:1]([C:3]1[NH:4][C:5](=[O:27])[C:6]([CH2:12][C:13]2[CH:18]=[CH:17][C:16]([C:19]3[C:20]([C:25]#[N:26])=[CH:21][CH:22]=[CH:23][CH:24]=3)=[CH:15][CH:14]=2)=[C:7]([CH2:9][CH2:10][CH3:11])[N:8]=1)[CH3:2].[CH:28]([O:31][C:32]1[N:37]=[CH:36][C:35](B(O)O)=[CH:34][CH:33]=1)([CH3:30])[CH3:29].C(N(CC)CC)C.N1C=CC=CC=1. (4) The reactants are Cl.[NH2:2][C:3]([NH2:5])=[NH:4].[F:6][C:7]1[CH:26]=[CH:25][C:10]([C:11]([NH:13][CH:14]([C:20](OCC)=[O:21])[C:15](OCC)=[O:16])=[O:12])=[CH:9][CH:8]=1.[Na]. The catalyst is C(O)C. The product is [NH2:4][C:3]1[N:5]=[C:15]([OH:16])[C:14]([NH:13][C:11](=[O:12])[C:10]2[CH:25]=[CH:26][C:7]([F:6])=[CH:8][CH:9]=2)=[C:20]([OH:21])[N:2]=1. The yield is 0.530. (5) The reactants are [N:1]1([CH2:7][CH2:8][N:9]2[C:14](=[O:15])[C:13]3[CH:16]=[C:17]([CH2:19][CH2:20][CH3:21])[S:18][C:12]=3[NH:11][C:10]2=[O:22])[CH2:6][CH2:5][O:4][CH2:3][CH2:2]1.Br[CH2:24][C:25]1[CH:30]=[CH:29][C:28]([C:31]2[CH:36]=[CH:35][CH:34]=[CH:33][C:32]=2[C:37]2[N:41]=[C:40](C(Cl)(Cl)Cl)[O:39][N:38]=2)=[CH:27][CH:26]=1.C(=O)([O-])[O-:47].[K+].[K+]. The catalyst is C(#N)C. The product is [N:1]1([CH2:7][CH2:8][N:9]2[C:14](=[O:15])[C:13]3[CH:16]=[C:17]([CH2:19][CH2:20][CH3:21])[S:18][C:12]=3[N:11]([CH2:24][C:25]3[CH:30]=[CH:29][C:28]([C:31]4[CH:36]=[CH:35][CH:34]=[CH:33][C:32]=4[C:37]4[NH:41][C:40](=[O:47])[O:39][N:38]=4)=[CH:27][CH:26]=3)[C:10]2=[O:22])[CH2:6][CH2:5][O:4][CH2:3][CH2:2]1. The yield is 0.320. (6) The reactants are [CH2:1]([O:8][C:9]([N:11]1[CH2:16][CH2:15][CH2:14][C:13]([N:23]=[N+]=[N-])([C:17]2[CH:22]=[CH:21][CH:20]=[CH:19][CH:18]=2)[CH2:12]1)=[O:10])[C:2]1[CH:7]=[CH:6][CH:5]=[CH:4][CH:3]=1.[BH4-].[Na+].Cl.[OH-].[Na+]. The catalyst is C1COCC1.CO. The product is [CH2:1]([O:8][C:9]([N:11]1[CH2:16][CH2:15][CH2:14][C:13]([NH2:23])([C:17]2[CH:22]=[CH:21][CH:20]=[CH:19][CH:18]=2)[CH2:12]1)=[O:10])[C:2]1[CH:7]=[CH:6][CH:5]=[CH:4][CH:3]=1. The yield is 0.480. (7) The catalyst is C1(C)C=CC=CC=1.C(OCC)(=O)C. The product is [N+:11]([C:14]1[CH:15]=[C:16]([CH:19]=[CH:20][C:21]=1[O:22][CH3:23])[CH:17]=[C:32]1[S:31][C:30](=[O:35])[N:29]([CH2:28][C:27]2[CH:36]=[CH:37][C:38]([Cl:39])=[C:25]([Cl:24])[CH:26]=2)[C:33]1=[O:34])([O-:13])=[O:12]. The yield is 0.666. The reactants are N1CCCCC1.C(O)(=O)C.[N+:11]([C:14]1[CH:15]=[C:16]([CH:19]=[CH:20][C:21]=1[O:22][CH3:23])[CH:17]=O)([O-:13])=[O:12].[Cl:24][C:25]1[CH:26]=[C:27]([CH:36]=[CH:37][C:38]=1[Cl:39])[CH2:28][N:29]1[C:33](=[O:34])[CH2:32][S:31][C:30]1=[O:35]. (8) The reactants are [C:1](Cl)(=[O:3])[CH3:2].[NH2:5][C@H:6]1[C@@H:11]2[C@@H:9]([C@H:10]2[C:12]([O:14][C:15]([CH3:18])([CH3:17])[CH3:16])=[O:13])[C@:8]([NH:26][C:27]([O:29][C:30]([CH3:33])([CH3:32])[CH3:31])=[O:28])([C:19]([O:21][C:22]([CH3:25])([CH3:24])[CH3:23])=[O:20])[C@@H:7]1[O:34][CH2:35][C:36]1[CH:41]=[CH:40][C:39]([Cl:42])=[C:38]([Cl:43])[CH:37]=1.C(N(CC)CC)C. The catalyst is ClCCl.O. The product is [C:1]([NH:5][C@H:6]1[C@@H:11]2[C@@H:9]([C@H:10]2[C:12]([O:14][C:15]([CH3:16])([CH3:17])[CH3:18])=[O:13])[C@:8]([NH:26][C:27]([O:29][C:30]([CH3:32])([CH3:33])[CH3:31])=[O:28])([C:19]([O:21][C:22]([CH3:23])([CH3:24])[CH3:25])=[O:20])[C@@H:7]1[O:34][CH2:35][C:36]1[CH:41]=[CH:40][C:39]([Cl:42])=[C:38]([Cl:43])[CH:37]=1)(=[O:3])[CH3:2]. The yield is 0.970. (9) The reactants are [C:1]([O:5][C:6](=[O:32])[N:7]([C@H:11]1[CH2:19][CH2:18][CH2:17][C@H:16]([CH2:20][C:21]2[CH:26]=[CH:25][C:24]([O:27][CH3:28])=[CH:23][CH:22]=2)[C@@H:15]([OH:29])[C@H:14]([CH3:30])[O:13][C:12]1=[O:31])[CH2:8][O:9][CH3:10])([CH3:4])([CH3:3])[CH3:2].C(=O)(OC(C)(C)C)O[CH2:35][CH:36]=[CH2:37]. The catalyst is C1COCC1.C1(P(C2C=CC=CC=2)C2C=CC=CC=2)C=CC=CC=1.C1(P(C2C=CC=CC=2)C2C=CC=CC=2)C=CC=CC=1.C1(P(C2C=CC=CC=2)C2C=CC=CC=2)C=CC=CC=1.C1(P(C2C=CC=CC=2)C2C=CC=CC=2)C=CC=CC=1.[Pd]. The product is [C:1]([O:5][C:6](=[O:32])[N:7]([C@H:11]1[CH2:19][CH2:18][CH2:17][C@H:16]([CH2:20][C:21]2[CH:26]=[CH:25][C:24]([O:27][CH3:28])=[CH:23][CH:22]=2)[C@@H:15]([O:29][CH2:37][CH:36]=[CH2:35])[C@H:14]([CH3:30])[O:13][C:12]1=[O:31])[CH2:8][O:9][CH3:10])([CH3:2])([CH3:4])[CH3:3]. The yield is 0.525. (10) The reactants are CCCC[N+](CCCC)(CCCC)CCCC.[F-].[Si]([O:26][CH2:27][CH2:28][CH2:29][N:30]1[C:39]2[C:34](=[CH:35][CH:36]=[CH:37][CH:38]=2)[CH2:33][CH:32]([NH:40][C:41]([C:43]2[NH:44][C:45]3[C:50]([CH:51]=2)=[CH:49][C:48]([Cl:52])=[CH:47][CH:46]=3)=[O:42])[C:31]1=[O:53])(C(C)(C)C)(C)C. The catalyst is C1COCC1. The product is [Cl:52][C:48]1[CH:49]=[C:50]2[C:45](=[CH:46][CH:47]=1)[NH:44][C:43]([C:41]([NH:40][CH:32]1[CH2:33][C:34]3[C:39](=[CH:38][CH:37]=[CH:36][CH:35]=3)[N:30]([CH2:29][CH2:28][CH2:27][OH:26])[C:31]1=[O:53])=[O:42])=[CH:51]2. The yield is 0.750.